This data is from Forward reaction prediction with 1.9M reactions from USPTO patents (1976-2016). The task is: Predict the product of the given reaction. Given the reactants [O:1]1[CH2:6][CH2:5][CH:4]([OH:7])[CH2:3][CH2:2]1.[H-].[Na+].[N:10]1([C:16]([N:18]2[CH2:23][CH:22]([C:24]3[CH:29]=[CH:28][C:27]([C:30]([F:33])([F:32])[F:31])=[CH:26][CH:25]=3)[CH2:21][CH:20]([CH2:34]S([O-])(=O)=O)[CH2:19]2)=[O:17])[CH2:15][CH2:14][O:13][CH2:12][CH2:11]1.O, predict the reaction product. The product is: [N:10]1([C:16]([N:18]2[CH2:23][CH:22]([C:24]3[CH:29]=[CH:28][C:27]([C:30]([F:33])([F:31])[F:32])=[CH:26][CH:25]=3)[CH2:21][CH:20]([CH2:34][O:7][CH:4]3[CH2:5][CH2:6][O:1][CH2:2][CH2:3]3)[CH2:19]2)=[O:17])[CH2:15][CH2:14][O:13][CH2:12][CH2:11]1.